This data is from Forward reaction prediction with 1.9M reactions from USPTO patents (1976-2016). The task is: Predict the product of the given reaction. (1) Given the reactants [Cl:1][C:2]1[C:7]([O:8][CH3:9])=[CH:6][C:5]([O:10][CH3:11])=[C:4]([Cl:12])[C:3]=1[C:13]1[N:18]=[CH:17][C:16]2[C:19]([C:22]3[CH:23]=[N:24][N:25]([CH2:27][C:28](O)=[O:29])[CH:26]=3)=[N:20][NH:21][C:15]=2[CH:14]=1.[CH3:31][N:32]1[CH2:37][CH2:36][CH:35]([NH2:38])[CH2:34][CH2:33]1, predict the reaction product. The product is: [Cl:12][C:4]1[C:5]([O:10][CH3:11])=[CH:6][C:7]([O:8][CH3:9])=[C:2]([Cl:1])[C:3]=1[C:13]1[N:18]=[CH:17][C:16]2[C:19]([C:22]3[CH:23]=[N:24][N:25]([CH2:27][C:28]([NH:38][CH:35]4[CH2:36][CH2:37][N:32]([CH3:31])[CH2:33][CH2:34]4)=[O:29])[CH:26]=3)=[N:20][NH:21][C:15]=2[CH:14]=1. (2) Given the reactants [Cl:1][C:2]1[N:11]=[CH:10][CH:9]=[C:8]2[C:3]=1[CH:4]=[C:5]([C:23]1[CH:28]=[CH:27][CH:26]=[CH:25][CH:24]=1)[C:6]([C:12]1[CH:17]=[CH:16][C:15]([CH:18]3OCC[O:19]3)=[CH:14][CH:13]=1)=[N:7]2, predict the reaction product. The product is: [Cl:1][C:2]1[N:11]=[CH:10][CH:9]=[C:8]2[C:3]=1[CH:4]=[C:5]([C:23]1[CH:24]=[CH:25][CH:26]=[CH:27][CH:28]=1)[C:6]([C:12]1[CH:17]=[CH:16][C:15]([CH:18]=[O:19])=[CH:14][CH:13]=1)=[N:7]2. (3) Given the reactants [N:1]1([C:6]2[CH:26]=[CH:25][C:9]([CH2:10][N:11]3[C:20]4[CH:19]=[CH:18][CH:17]=[CH:16][C:15]=4[C:14]4=[N:21][NH:22][C:23](=[O:24])[C:13]4=[N:12]3)=[CH:8][CH:7]=2)[CH:5]=[CH:4][CH:3]=[N:2]1.I[C:28]1[CH:33]=[CH:32][CH:31]=[C:30]([CH3:34])[C:29]=1[CH3:35].P([O-])([O-])([O-])=O.[K+].[K+].[K+].CN[C@@H]1CCCC[C@H]1NC.C(=O)(O)[O-].[Na+], predict the reaction product. The product is: [CH3:35][C:29]1[C:30]([CH3:34])=[CH:31][CH:32]=[CH:33][C:28]=1[N:22]1[C:23](=[O:24])[C:13]2=[N:12][N:11]([CH2:10][C:9]3[CH:8]=[CH:7][C:6]([N:1]4[CH:5]=[CH:4][CH:3]=[N:2]4)=[CH:26][CH:25]=3)[C:20]3[CH:19]=[CH:18][CH:17]=[CH:16][C:15]=3[C:14]2=[N:21]1. (4) Given the reactants [Cl:1][C:2]1[CH:7]=[CH:6][C:5]([C:8]2[CH:17]=[N:16][CH:15]=[C:14]3[C:9]=2[CH:10]=[C:11]([C:18]([OH:20])=O)[CH:12]=[N:13]3)=[CH:4][CH:3]=1.C(Cl)(=O)C(Cl)=O.Cl.[CH3:28][S:29]([C:32]1[CH:37]=[CH:36][C:35]([CH2:38][NH2:39])=[CH:34][CH:33]=1)(=[O:31])=[O:30].C(N(CC)CC)C, predict the reaction product. The product is: [Cl:1][C:2]1[CH:3]=[CH:4][C:5]([C:8]2[CH:17]=[N:16][CH:15]=[C:14]3[C:9]=2[CH:10]=[C:11]([C:18]([NH:39][CH2:38][C:35]2[CH:34]=[CH:33][C:32]([S:29]([CH3:28])(=[O:31])=[O:30])=[CH:37][CH:36]=2)=[O:20])[CH:12]=[N:13]3)=[CH:6][CH:7]=1. (5) Given the reactants [C@@H:1]12[CH2:6][C@@H:5]1[CH2:4][NH:3][C@@H:2]2[CH2:7][NH:8][C:9]([C:11]1[CH:12]=[CH:13][CH:14]=[C:15]2[O:19][CH:18]=[CH:17][C:16]=12)=[O:10].[CH3:20][O:21][C:22]1[CH:27]=[CH:26][CH:25]=[CH:24][C:23]=1[C:28]1[C:29]([C:34](O)=[O:35])=[CH:30][CH:31]=[CH:32][CH:33]=1, predict the reaction product. The product is: [CH3:20][O:21][C:22]1[CH:27]=[CH:26][CH:25]=[CH:24][C:23]=1[C:28]1[C:29]([C:34]([N:3]2[CH2:4][C@@H:5]3[C@@H:1]([CH2:6]3)[C@H:2]2[CH2:7][NH:8][C:9]([C:11]2[CH:12]=[CH:13][CH:14]=[C:15]3[O:19][CH:18]=[CH:17][C:16]=23)=[O:10])=[O:35])=[CH:30][CH:31]=[CH:32][CH:33]=1. (6) Given the reactants [C:1]([CH2:9][C:10]([O:12][CH3:13])=[O:11])(=O)[C:2]1[CH:7]=[CH:6][CH:5]=[N:4][CH:3]=1.C(O)(C)C.C(O)=O.[NH3:21], predict the reaction product. The product is: [NH2:21][C:1]([C:2]1[CH:3]=[N:4][CH:5]=[CH:6][CH:7]=1)=[CH:9][C:10]([O:12][CH3:13])=[O:11]. (7) Given the reactants [Cl:1][C:2]1[CH:3]=[C:4]([C:8]2[C:13]([O:14][CH3:15])=[CH:12][CH:11]=[C:10]([CH2:16][C:17]3[CH:22]=[CH:21][N:20]=[C:19]([N:23]4[CH2:28][CH2:27][NH:26][CH2:25][CH2:24]4)[CH:18]=3)[C:9]=2[F:29])[CH:5]=[CH:6][CH:7]=1.FC(F)(F)[C:32]([OH:34])=[O:33], predict the reaction product. The product is: [C:4]([O:34][C:32]([N:26]1[CH2:27][CH2:28][N:23]([C:19]2[CH:18]=[C:17]([CH2:16][C:10]3[C:9]([F:29])=[C:8]([C:4]4[CH:5]=[CH:6][CH:7]=[C:2]([Cl:1])[CH:3]=4)[C:13]([O:14][CH3:15])=[CH:12][CH:11]=3)[CH:22]=[CH:21][N:20]=2)[CH2:24][CH2:25]1)=[O:33])([CH3:8])([CH3:5])[CH3:3].